This data is from Catalyst prediction with 721,799 reactions and 888 catalyst types from USPTO. The task is: Predict which catalyst facilitates the given reaction. (1) Reactant: [CH:1]([NH:4][C:5]1[N:10]=[C:9]([NH:11][C:12]2[CH:17]=[CH:16][N:15]=[CH:14][CH:13]=2)[N:8]=[C:7]([C:18]2[CH:23]=[CH:22][CH:21]=[C:20]([O:24]C)[CH:19]=2)[N:6]=1)([CH3:3])[CH3:2].B(Br)(Br)Br.O.C([O-])(O)=O.[Na+]. The catalyst class is: 2. Product: [CH:1]([NH:4][C:5]1[N:10]=[C:9]([NH:11][C:12]2[CH:13]=[CH:14][N:15]=[CH:16][CH:17]=2)[N:8]=[C:7]([C:18]2[CH:19]=[C:20]([OH:24])[CH:21]=[CH:22][CH:23]=2)[N:6]=1)([CH3:3])[CH3:2]. (2) Reactant: CC1C=CC(S(O[CH2:12][CH2:13][O:14][CH2:15][CH:16]([F:18])[F:17])(=O)=O)=CC=1.[Cl:19][C:20]1[CH:25]=[CH:24][C:23]([C@H:26]2[C@H:31]([OH:32])[C@@H:30]([OH:33])[C@H:29]([OH:34])[C@@H:28]([CH2:35][OH:36])[O:27]2)=[CH:22][C:21]=1[CH2:37][C:38]1[CH:43]=[CH:42][C:41]([OH:44])=[CH:40][CH:39]=1.C(=O)([O-])[O-].[Cs+].[Cs+]. Product: [Cl:19][C:20]1[CH:25]=[CH:24][C:23]([C@H:26]2[C@H:31]([OH:32])[C@@H:30]([OH:33])[C@H:29]([OH:34])[C@@H:28]([CH2:35][OH:36])[O:27]2)=[CH:22][C:21]=1[CH2:37][C:38]1[CH:39]=[CH:40][C:41]([O:44][CH2:12][CH2:13][O:14][CH2:15][CH:16]([F:18])[F:17])=[CH:42][CH:43]=1. The catalyst class is: 369. (3) Reactant: [OH:1][CH2:2][C@H:3]1[O:8][C:7](OC)([C:9]2[S:10][C:11]([CH2:15][C:16]3[CH:21]=[CH:20][C:19]([CH2:22][CH2:23][CH3:24])=[CH:18][CH:17]=3)=[C:12]([CH3:14])[CH:13]=2)[C@H:6]([OH:27])[C@@H:5]([OH:28])[C@@H:4]1[OH:29].C([SiH](CC)CC)C.B(F)(F)F. Product: [OH:1][CH2:2][C@@H:3]1[C@@H:4]([OH:29])[C@H:5]([OH:28])[C@@H:6]([OH:27])[C@H:7]([C:9]2[S:10][C:11]([CH2:15][C:16]3[CH:17]=[CH:18][C:19]([CH2:22][CH2:23][CH3:24])=[CH:20][CH:21]=3)=[C:12]([CH3:14])[CH:13]=2)[O:8]1. The catalyst class is: 643. (4) Reactant: I[CH2:2][CH3:3].[Br:4][C:5]1[C:10]([C:11]2[CH:16]=[CH:15][C:14]([F:17])=[CH:13][C:12]=2[F:18])=[C:9]([F:19])[C:8]([OH:20])=[C:7]([CH:21]=[O:22])[CH:6]=1.C(=O)([O-])[O-].[K+].[K+].CN(C=O)C. Product: [Br:4][C:5]1[C:10]([C:11]2[CH:16]=[CH:15][C:14]([F:17])=[CH:13][C:12]=2[F:18])=[C:9]([F:19])[C:8]([O:20][CH2:2][CH3:3])=[C:7]([CH:21]=[O:22])[CH:6]=1. The catalyst class is: 6. (5) Reactant: [F:1][C:2]([F:35])([F:34])[C:3]1[CH:4]=[C:5]([CH:27]=[C:28]([C:30]([F:33])([F:32])[F:31])[CH:29]=1)[CH2:6][N:7]([C@H:20]1[CH2:24][C@@H:23]([CH2:25][CH3:26])[NH:22][CH2:21]1)[C:8]1[N:13]=[CH:12][C:11]([C:14]2[CH:15]=[N:16][N:17]([CH3:19])[CH:18]=2)=[CH:10][N:9]=1.F[C:37]1[CH:44]=[CH:43][C:42]([C:45]([F:48])([F:47])[F:46])=[CH:41][C:38]=1[CH:39]=[O:40].C([O-])([O-])=O.[K+].[K+].O. Product: [F:35][C:2]([F:34])([F:1])[C:3]1[CH:4]=[C:5]([CH:27]=[C:28]([C:30]([F:33])([F:32])[F:31])[CH:29]=1)[CH2:6][N:7]([C:8]1[N:9]=[CH:10][C:11]([C:14]2[CH:15]=[N:16][N:17]([CH3:19])[CH:18]=2)=[CH:12][N:13]=1)[C@@H:20]1[CH2:21][N:22]([C:37]2[CH:44]=[CH:43][C:42]([C:45]([F:46])([F:48])[F:47])=[CH:41][C:38]=2[CH:39]=[O:40])[C@H:23]([CH2:25][CH3:26])[CH2:24]1. The catalyst class is: 31.